The task is: Predict the product of the given reaction.. This data is from Forward reaction prediction with 1.9M reactions from USPTO patents (1976-2016). (1) Given the reactants Br[C:2]1[CH:9]=[CH:8][C:5]([C:6]#[N:7])=[CH:4][CH:3]=1.[C:10]1([OH:16])[CH:15]=[CH:14][CH:13]=[CH:12][CH:11]=1.C([O-])([O-])=O.[Cs+].[Cs+].C1(C(O)=O)C2C(=CC=CC=2)C=CC=1, predict the reaction product. The product is: [O:16]([C:2]1[CH:9]=[CH:8][C:5]([C:6]#[N:7])=[CH:4][CH:3]=1)[C:10]1[CH:15]=[CH:14][CH:13]=[CH:12][CH:11]=1. (2) Given the reactants [CH3:1][S:2]([N:5]1[CH2:10][CH2:9][N:8]([C:11]2[CH:16]=[CH:15][C:14]([O:17][CH2:18][CH2:19][CH2:20][C:21]([F:24])([F:23])[F:22])=[CH:13][CH:12]=2)[CH2:7][CH2:6]1)(=[O:4])=[O:3].[C:25](O[C:25]([O:27][C:28]([CH3:31])([CH3:30])[CH3:29])=[O:26])([O:27][C:28]([CH3:31])([CH3:30])[CH3:29])=[O:26].C[Si](C)(C)N[Si](C)(C)C.[Li].[Cl-].[NH4+], predict the reaction product. The product is: [C:28]([O:27][C:25](=[O:26])[CH2:1][S:2]([N:5]1[CH2:10][CH2:9][N:8]([C:11]2[CH:12]=[CH:13][C:14]([O:17][CH2:18][CH2:19][CH2:20][C:21]([F:24])([F:23])[F:22])=[CH:15][CH:16]=2)[CH2:7][CH2:6]1)(=[O:3])=[O:4])([CH3:31])([CH3:30])[CH3:29]. (3) Given the reactants [CH3:1][N:2]([CH3:24])[S:3]([N:6]1[C:10]([CH:11]([C:13]2[CH:22]=[CH:21][C:16]3[O:17][CH2:18][CH2:19][O:20][C:15]=3[CH:14]=2)O)=[C:9]([CH3:23])[N:8]=[CH:7]1)(=[O:5])=[O:4].C([SiH](CC)CC)C.FC(F)(F)C(O)=O, predict the reaction product. The product is: [CH3:24][N:2]([CH3:1])[S:3]([N:6]1[C:10]([CH2:11][C:13]2[CH:22]=[CH:21][C:16]3[O:17][CH2:18][CH2:19][O:20][C:15]=3[CH:14]=2)=[C:9]([CH3:23])[N:8]=[CH:7]1)(=[O:4])=[O:5]. (4) Given the reactants C([N:8]1[CH2:13][CH2:12][C:11]([C:20]([N:22]2[CH2:26][CH:25]=[CH:24][CH2:23]2)=[O:21])([N:14]2[CH2:19][CH2:18][CH2:17][CH2:16][CH2:15]2)[CH2:10][CH2:9]1)C1C=CC=CC=1.[H][H], predict the reaction product. The product is: [N:22]1([C:20]([C:11]2([N:14]3[CH2:15][CH2:16][CH2:17][CH2:18][CH2:19]3)[CH2:12][CH2:13][NH:8][CH2:9][CH2:10]2)=[O:21])[CH2:23][CH2:24][CH2:25][CH2:26]1.